Dataset: M1 muscarinic receptor agonist screen with 61,833 compounds. Task: Binary Classification. Given a drug SMILES string, predict its activity (active/inactive) in a high-throughput screening assay against a specified biological target. The compound is Clc1c(S(=O)(=O)Nc2cc(O)c(cc2)C(O)=O)cc(Cl)cc1. The result is 0 (inactive).